Dataset: Catalyst prediction with 721,799 reactions and 888 catalyst types from USPTO. Task: Predict which catalyst facilitates the given reaction. (1) Reactant: [CH2:1]([NH:8][C:9]1[N:17]=[CH:16][N:15]=[C:14]2[C:10]=1[N:11]=[C:12](Br)[N:13]2[C@@H:18]1[O:24][C@H:23]([CH2:25][OH:26])[C@@H:21]([OH:22])[C@H:19]1[OH:20])[C:2]1[CH:7]=[CH:6][CH:5]=[CH:4][CH:3]=1.[NH3:28]. Product: [NH2:28][C:12]1[N:13]([C@@H:18]2[O:24][C@H:23]([CH2:25][OH:26])[C@@H:21]([OH:22])[C@H:19]2[OH:20])[C:14]2[C:10]([N:11]=1)=[C:9]([NH:8][CH2:1][C:2]1[CH:7]=[CH:6][CH:5]=[CH:4][CH:3]=1)[N:17]=[CH:16][N:15]=2. The catalyst class is: 5. (2) Reactant: C(O)(C(F)(F)F)=O.C(OC(=O)[NH:14][C:15]1[C:16]([NH:25][C:26]2[CH:31]=[CH:30][C:29]([Br:32])=[CH:28][C:27]=2[F:33])=[CH:17][C:18](=[O:24])[N:19]2[C:23]=1[CH2:22][CH2:21][CH2:20]2)(C)(C)C. Product: [NH2:14][C:15]1[C:16]([NH:25][C:26]2[CH:31]=[CH:30][C:29]([Br:32])=[CH:28][C:27]=2[F:33])=[CH:17][C:18](=[O:24])[N:19]2[C:23]=1[CH2:22][CH2:21][CH2:20]2. The catalyst class is: 2. (3) Product: [NH2:25][C:2]1[C:3]2[N:4]([C:8]([CH:12]3[CH2:15][CH:14]([N:16]4[CH2:21][CH2:20][N:19]([C:22](=[O:24])[CH3:23])[CH2:18][CH2:17]4)[CH2:13]3)=[N:9][C:10]=2[I:11])[CH:5]=[CH:6][N:7]=1. The catalyst class is: 32. Reactant: Cl[C:2]1[C:3]2[N:4]([C:8]([CH:12]3[CH2:15][CH:14]([N:16]4[CH2:21][CH2:20][N:19]([C:22](=[O:24])[CH3:23])[CH2:18][CH2:17]4)[CH2:13]3)=[N:9][C:10]=2[I:11])[CH:5]=[CH:6][N:7]=1.[NH3:25]. (4) Reactant: [CH3:1][C:2]1[CH:7]=[CH:6][C:5]([CH3:8])=[CH:4][C:3]=1[N:9]=[C:10]=[S:11].Cl.[CH3:13][NH:14][O:15][CH2:16][C:17]([OH:19])=[O:18].C(N(CC)CC)C. Product: [CH3:1][C:2]1[CH:7]=[CH:6][C:5]([CH3:8])=[CH:4][C:3]=1[NH:9][C:10]([N:14]([CH3:13])[O:15][CH2:16][C:17]([OH:19])=[O:18])=[S:11]. The catalyst class is: 22. (5) Reactant: [CH3:1][C:2]([C:7]1[CH:12]=[CH:11][CH:10]=[CH:9][CH:8]=1)([CH3:6])[CH2:3][Mg]Cl.[F:13][C:14]([F:23])([F:22])[C:15](=[O:21])[C:16]([O:18][CH2:19][CH3:20])=[O:17]. Product: [CH2:19]([O:18][C:16](=[O:17])[C:15]([OH:21])([C:14]([F:13])([F:22])[F:23])[CH2:3][C:2]([CH3:1])([C:7]1[CH:12]=[CH:11][CH:10]=[CH:9][CH:8]=1)[CH3:6])[CH3:20]. The catalyst class is: 385. (6) Reactant: C[O:2][C:3]([C@H:5]1[CH2:9][C@H:8]([OH:10])[C@@H:7]([NH:11][C:12]([C:14]2[S:15][C:16]([Cl:19])=[CH:17][CH:18]=2)=[O:13])[CH2:6]1)=[O:4].[OH-].[Na+]. Product: [Cl:19][C:16]1[S:15][C:14]([C:12]([NH:11][C@@H:7]2[C@@H:8]([OH:10])[CH2:9][C@H:5]([C:3]([OH:4])=[O:2])[CH2:6]2)=[O:13])=[CH:18][CH:17]=1. The catalyst class is: 5.